Dataset: Forward reaction prediction with 1.9M reactions from USPTO patents (1976-2016). Task: Predict the product of the given reaction. Given the reactants [F:8][C:7]([F:10])([F:9])[C:6](O[C:6](=[O:11])[C:7]([F:10])([F:9])[F:8])=[O:11].Cl.[NH2:15][CH2:16][CH2:17][O:18][C:19]1[CH:24]=[C:23]([F:25])[CH:22]=[CH:21][C:20]=1[C:26]([N:28]1[CH2:42][C:31]2=[C:32]3[N:37]([N:38]=[C:30]2[CH2:29]1)[C:36]([CH3:39])=[C:35]([Cl:40])[C:34]([CH3:41])=[N:33]3)=[O:27].CCN(C(C)C)C(C)C, predict the reaction product. The product is: [Cl:40][C:35]1[C:34]([CH3:41])=[N:33][C:32]2[N:37]([N:38]=[C:30]3[CH2:29][N:28]([C:26]([C:20]4[CH:21]=[CH:22][C:23]([F:25])=[CH:24][C:19]=4[O:18][CH2:17][CH2:16][NH:15][C:6](=[O:11])[C:7]([F:8])([F:9])[F:10])=[O:27])[CH2:42][C:31]3=2)[C:36]=1[CH3:39].